From a dataset of Full USPTO retrosynthesis dataset with 1.9M reactions from patents (1976-2016). Predict the reactants needed to synthesize the given product. Given the product [O:4]=[C:5]1[CH2:6][CH2:7][CH:8]([C:11]2[CH:25]=[CH:24][C:14]([CH2:15][NH:16][C:17](=[O:23])[O:18][C:19]([CH3:21])([CH3:22])[CH3:20])=[CH:13][CH:12]=2)[CH2:9][CH2:10]1, predict the reactants needed to synthesize it. The reactants are: O1[C:5]2([CH2:10][CH2:9][CH:8]([C:11]3[CH:25]=[CH:24][C:14]([CH2:15][NH:16][C:17](=[O:23])[O:18][C:19]([CH3:22])([CH3:21])[CH3:20])=[CH:13][CH:12]=3)[CH2:7][CH2:6]2)[O:4]CC1.II.